Task: Regression. Given a peptide amino acid sequence and an MHC pseudo amino acid sequence, predict their binding affinity value. This is MHC class II binding data.. Dataset: Peptide-MHC class II binding affinity with 134,281 pairs from IEDB (1) The peptide sequence is DSGRLKFLDVCIALD. The MHC is DRB1_0101 with pseudo-sequence DRB1_0101. The binding affinity (normalized) is 0.779. (2) The peptide sequence is AFKVAATAANAAPAN. The MHC is DRB1_0405 with pseudo-sequence DRB1_0405. The binding affinity (normalized) is 0.502. (3) The peptide sequence is RDKEAGVALRATFIVDPDNT. The binding affinity (normalized) is 0.543. The MHC is DRB1_0401 with pseudo-sequence DRB1_0401. (4) The binding affinity (normalized) is 0.186. The MHC is DRB1_0701 with pseudo-sequence DRB1_0701. The peptide sequence is KEAISPPDAASAAPL. (5) The peptide sequence is GELGIVDKIDAAFKI. The MHC is DRB1_1101 with pseudo-sequence DRB1_1101. The binding affinity (normalized) is 0.653. (6) The peptide sequence is EYAATHNPWASQLG. The MHC is DRB3_0202 with pseudo-sequence DRB3_0202. The binding affinity (normalized) is 0.344. (7) The binding affinity (normalized) is 0.624. The MHC is DRB1_1101 with pseudo-sequence DRB1_1101. The peptide sequence is GELKIVDKIDAAFKI. (8) The peptide sequence is LIGNGGAGGAGGVGA. The MHC is DRB1_1101 with pseudo-sequence DRB1_1101. The binding affinity (normalized) is 0.0358. (9) The peptide sequence is ELFVAAYVPYVAWLV. The MHC is DRB1_0301 with pseudo-sequence DRB1_0301. The binding affinity (normalized) is 0.297. (10) The peptide sequence is GGVVQPGRSLRLSCA. The MHC is DRB1_0301 with pseudo-sequence DRB1_0301. The binding affinity (normalized) is 0.523.